From a dataset of Full USPTO retrosynthesis dataset with 1.9M reactions from patents (1976-2016). Predict the reactants needed to synthesize the given product. (1) Given the product [Cl:1][C:2]1[CH:9]=[C:8]([F:10])[CH:7]=[CH:6][C:3]=1[CH2:4][N:18]1[C:26]2[C:21](=[CH:22][CH:23]=[C:24]([CH2:27][C:28]([OH:30])=[O:29])[CH:25]=2)[CH:20]=[CH:19]1.[CH2:11]([N:18]1[C:26]2[C:21](=[CH:22][CH:23]=[C:24]([CH2:27][C:28]([OH:30])=[O:29])[CH:25]=2)[CH:20]=[CH:19]1)[C:12]1[CH:13]=[CH:14][CH:15]=[CH:16][CH:17]=1, predict the reactants needed to synthesize it. The reactants are: [Cl:1][C:2]1[CH:9]=[C:8]([F:10])[CH:7]=[CH:6][C:3]=1[CH2:4]Cl.[CH2:11]([N:18]1[C:26]2[C:21](=[CH:22][CH:23]=[C:24]([CH2:27][C:28]([OH:30])=[O:29])[CH:25]=2)[CH:20]=[CH:19]1)[C:12]1[CH:17]=[CH:16][CH:15]=[CH:14][CH:13]=1. (2) The reactants are: [Cl:1][C:2]1[C:3]([F:31])=[C:4]([NH:8][C:9]2[C:18]3[C:13](=[CH:14][C:15]([O:29][CH3:30])=[C:16]([CH2:19][N:20]([CH3:28])[C:21]4([C:25]([NH2:27])=[O:26])[CH2:24][NH:23][CH2:22]4)[CH:17]=3)[N:12]=[CH:11][N:10]=2)[CH:5]=[CH:6][CH:7]=1.C(N(C(C)C)CC)(C)C.Cl[CH2:42][CH2:43][OH:44].[I-].[K+]. Given the product [Cl:1][C:2]1[C:3]([F:31])=[C:4]([NH:8][C:9]2[C:18]3[C:13](=[CH:14][C:15]([O:29][CH3:30])=[C:16]([CH2:19][N:20]([CH3:28])[C:21]4([C:25]([NH2:27])=[O:26])[CH2:24][N:23]([CH2:42][CH2:43][OH:44])[CH2:22]4)[CH:17]=3)[N:12]=[CH:11][N:10]=2)[CH:5]=[CH:6][CH:7]=1, predict the reactants needed to synthesize it. (3) Given the product [ClH:16].[F:26][CH:24]([C:21]1[N:20]=[CH:19][N:18]=[C:17]([NH:12][CH2:11][C:9]2[CH:10]=[C:5]3[CH:4]=[C:3]([C:2]([F:1])([F:14])[F:15])[NH:13][C:6]3=[N:7][CH:8]=2)[C:22]=1[CH3:23])[CH3:25], predict the reactants needed to synthesize it. The reactants are: [F:1][C:2]([F:15])([F:14])[C:3]1[NH:13][C:6]2=[N:7][CH:8]=[C:9]([CH2:11][NH2:12])[CH:10]=[C:5]2[CH:4]=1.[Cl:16][C:17]1[C:22]([CH3:23])=[C:21]([CH:24]([F:26])[CH3:25])[N:20]=[CH:19][N:18]=1.CCN(C(C)C)C(C)C.Cl.C(OCC)C. (4) Given the product [CH3:1][O:5][C:6](=[O:20])[C:7]([CH3:19])([S:9][C:10]1[CH:18]=[CH:17][C:13]([C:14]([O:16][C@@H:33]([C:31]2[N:30]=[N:29][N:28]([CH2:27][C:26]3[CH:36]=[CH:37][C:23]([C:22]([F:39])([F:38])[F:21])=[CH:24][CH:25]=3)[CH:32]=2)[CH3:34])=[O:15])=[CH:12][CH:11]=1)[CH3:8], predict the reactants needed to synthesize it. The reactants are: [C:1]([O:5][C:6](=[O:20])[C:7]([CH3:19])([S:9][C:10]1[CH:18]=[CH:17][C:13]([C:14]([OH:16])=[O:15])=[CH:12][CH:11]=1)[CH3:8])(C)(C)C.[F:21][C:22]([F:39])([F:38])[C:23]1[CH:37]=[CH:36][C:26]([CH2:27][N:28]2[CH:32]=[C:31]([C@H:33](O)[CH3:34])[N:30]=[N:29]2)=[CH:25][CH:24]=1. (5) Given the product [CH2:25]([O:27][C:28](=[O:37])[CH2:29][S:30][C:31]1[S:35][C:34]([NH:36][C:9](=[O:11])[C:8]2[CH:12]=[C:13]([O:15][C@@H:16]([CH3:20])[CH2:17][O:18][CH3:19])[CH:14]=[C:6]([O:5][C:4]3[CH:21]=[C:22]([F:24])[CH:23]=[C:2]([F:1])[CH:3]=3)[CH:7]=2)=[N:33][CH:32]=1)[CH3:26], predict the reactants needed to synthesize it. The reactants are: [F:1][C:2]1[CH:3]=[C:4]([CH:21]=[C:22]([F:24])[CH:23]=1)[O:5][C:6]1[CH:7]=[C:8]([CH:12]=[C:13]([O:15][C@@H:16]([CH3:20])[CH2:17][O:18][CH3:19])[CH:14]=1)[C:9]([OH:11])=O.[CH2:25]([O:27][C:28](=[O:37])[CH2:29][S:30][C:31]1[S:35][C:34]([NH2:36])=[N:33][CH:32]=1)[CH3:26].